Dataset: Forward reaction prediction with 1.9M reactions from USPTO patents (1976-2016). Task: Predict the product of the given reaction. (1) Given the reactants [CH3:1][N:2]([CH3:6])[C:3](Cl)=[O:4].[NH2:7][CH2:8][CH2:9][CH2:10][CH2:11][N:12]1[C:20]2[C:19]([CH3:21])=[CH:18][N:17]=[C:16]([NH2:22])[C:15]=2[N:14]=[C:13]1[CH2:23][O:24][CH2:25][CH3:26], predict the reaction product. The product is: [NH2:22][C:16]1[C:15]2[N:14]=[C:13]([CH2:23][O:24][CH2:25][CH3:26])[N:12]([CH2:11][CH2:10][CH2:9][CH2:8][NH:7][C:3](=[O:4])[N:2]([CH3:6])[CH3:1])[C:20]=2[C:19]([CH3:21])=[CH:18][N:17]=1. (2) Given the reactants [O:1]([C:3]1[CH:4]=[C:5]([C:13]2[CH:14]=[CH:15][C:16]([N:19]3[CH2:25][CH2:24][CH2:23][N:22]([C:26]4[CH:31]=[CH:30][C:29]([C:32]5[CH:37]=[C:36]([O:38][CH3:39])[C:35]([O:40][CH3:41])=[C:34]([O:42][CH3:43])[CH:33]=5)=[CH:28][N:27]=4)[CH2:21][CH2:20]3)=[N:17][CH:18]=2)[CH:6]=[C:7]([O:11][CH3:12])[C:8]=1[O:9][CH3:10])[CH3:2].[CH3:44][S:45]([OH:48])(=[O:47])=[O:46], predict the reaction product. The product is: [CH3:44][S:45]([OH:48])(=[O:47])=[O:46].[CH3:44][S:45]([OH:48])(=[O:47])=[O:46].[CH3:39][O:38][C:36]1[CH:37]=[C:32]([C:29]2[CH:30]=[CH:31][C:26]([N:22]3[CH2:23][CH2:24][CH2:25][N:19]([C:16]4[CH:15]=[CH:14][C:13]([C:5]5[CH:4]=[C:3]([O:1][CH3:2])[C:8]([O:9][CH3:10])=[C:7]([O:11][CH3:12])[CH:6]=5)=[CH:18][N:17]=4)[CH2:20][CH2:21]3)=[N:27][CH:28]=2)[CH:33]=[C:34]([O:42][CH3:43])[C:35]=1[O:40][CH3:41].